From a dataset of NCI-60 drug combinations with 297,098 pairs across 59 cell lines. Regression. Given two drug SMILES strings and cell line genomic features, predict the synergy score measuring deviation from expected non-interaction effect. (1) Drug 1: C1=C(C(=O)NC(=O)N1)N(CCCl)CCCl. Drug 2: C1=CC=C(C=C1)NC(=O)CCCCCCC(=O)NO. Cell line: CCRF-CEM. Synergy scores: CSS=79.2, Synergy_ZIP=7.49, Synergy_Bliss=7.10, Synergy_Loewe=8.96, Synergy_HSA=9.76. (2) Drug 1: CCCS(=O)(=O)NC1=C(C(=C(C=C1)F)C(=O)C2=CNC3=C2C=C(C=N3)C4=CC=C(C=C4)Cl)F. Drug 2: CC(C1=C(C=CC(=C1Cl)F)Cl)OC2=C(N=CC(=C2)C3=CN(N=C3)C4CCNCC4)N. Cell line: 786-0. Synergy scores: CSS=1.77, Synergy_ZIP=-0.401, Synergy_Bliss=0.0428, Synergy_Loewe=-0.319, Synergy_HSA=0.0163. (3) Drug 1: C1=C(C(=O)NC(=O)N1)N(CCCl)CCCl. Drug 2: CCN(CC)CCCC(C)NC1=C2C=C(C=CC2=NC3=C1C=CC(=C3)Cl)OC. Cell line: NCI-H322M. Synergy scores: CSS=11.6, Synergy_ZIP=-2.55, Synergy_Bliss=-5.38, Synergy_Loewe=-21.4, Synergy_HSA=-6.76. (4) Drug 1: C1=C(C(=O)NC(=O)N1)F. Drug 2: CC1C(C(CC(O1)OC2CC(CC3=C2C(=C4C(=C3O)C(=O)C5=C(C4=O)C(=CC=C5)OC)O)(C(=O)CO)O)N)O.Cl. Cell line: K-562. Synergy scores: CSS=48.0, Synergy_ZIP=-11.0, Synergy_Bliss=-13.6, Synergy_Loewe=-8.34, Synergy_HSA=-6.96. (5) Synergy scores: CSS=17.2, Synergy_ZIP=6.92, Synergy_Bliss=12.4, Synergy_Loewe=5.97, Synergy_HSA=9.13. Drug 2: C1C(C(OC1N2C=NC(=NC2=O)N)CO)O. Cell line: UACC-257. Drug 1: C1=CC(=CC=C1CCC2=CNC3=C2C(=O)NC(=N3)N)C(=O)NC(CCC(=O)O)C(=O)O. (6) Drug 1: CS(=O)(=O)CCNCC1=CC=C(O1)C2=CC3=C(C=C2)N=CN=C3NC4=CC(=C(C=C4)OCC5=CC(=CC=C5)F)Cl. Drug 2: CC1C(C(CC(O1)OC2CC(CC3=C2C(=C4C(=C3O)C(=O)C5=CC=CC=C5C4=O)O)(C(=O)C)O)N)O. Cell line: HOP-92. Synergy scores: CSS=57.9, Synergy_ZIP=12.9, Synergy_Bliss=12.6, Synergy_Loewe=12.5, Synergy_HSA=16.4. (7) Drug 1: CNC(=O)C1=CC=CC=C1SC2=CC3=C(C=C2)C(=NN3)C=CC4=CC=CC=N4. Drug 2: CC(C)(C#N)C1=CC(=CC(=C1)CN2C=NC=N2)C(C)(C)C#N. Cell line: HOP-92. Synergy scores: CSS=5.31, Synergy_ZIP=0.404, Synergy_Bliss=1.99, Synergy_Loewe=1.96, Synergy_HSA=0.882. (8) Drug 1: CS(=O)(=O)C1=CC(=C(C=C1)C(=O)NC2=CC(=C(C=C2)Cl)C3=CC=CC=N3)Cl. Drug 2: CC12CCC3C(C1CCC2=O)CC(=C)C4=CC(=O)C=CC34C. Cell line: MOLT-4. Synergy scores: CSS=60.0, Synergy_ZIP=-0.813, Synergy_Bliss=2.21, Synergy_Loewe=1.31, Synergy_HSA=1.21. (9) Drug 1: CC(CN1CC(=O)NC(=O)C1)N2CC(=O)NC(=O)C2. Drug 2: N.N.Cl[Pt+2]Cl. Cell line: SK-OV-3. Synergy scores: CSS=14.0, Synergy_ZIP=-3.01, Synergy_Bliss=5.86, Synergy_Loewe=7.24, Synergy_HSA=6.74.